Dataset: Retrosynthesis with 50K atom-mapped reactions and 10 reaction types from USPTO. Task: Predict the reactants needed to synthesize the given product. (1) Given the product CCc1nc2c(N)nc3cc(/C=C/C(=O)N(C)C)ccc3c2n1CC1CCOCC1, predict the reactants needed to synthesize it. The reactants are: C=CC(=O)N(C)C.CCc1nc2c(N)nc3cc(Br)ccc3c2n1CC1CCOCC1. (2) Given the product O=C(NCc1ncn[nH]1)C(O)c1ccc(-c2noc(-c3onc(-c4ccccc4)c3C(F)(F)F)n2)cc1, predict the reactants needed to synthesize it. The reactants are: NCc1ncn[nH]1.O=C(O)C(O)c1ccc(-c2noc(-c3onc(-c4ccccc4)c3C(F)(F)F)n2)cc1. (3) Given the product Cc1c(-c2ccc(N3CCOCC3)nc2)nc2cc(F)cc(F)c2c1Cl, predict the reactants needed to synthesize it. The reactants are: CCCC[Sn](CCCC)(CCCC)c1ccc(N2CCOCC2)nc1.Cc1c(Cl)nc2cc(F)cc(F)c2c1Cl. (4) Given the product CCc1nnc(-c2cc(C(=O)N3CCC(c4ccc(C#N)cc4)CC3)c(C)cc2C2CC(F)(F)C2)[nH]1, predict the reactants needed to synthesize it. The reactants are: CCc1nnc(-c2cc(C(=O)O)c(C)cc2C2CC(F)(F)C2)[nH]1.N#Cc1ccc(C2CCNCC2)cc1. (5) Given the product COc1cc2c(Oc3cc(C)c(C)nc3-c3cccc(C)n3)ccnc2cc1OCCCl, predict the reactants needed to synthesize it. The reactants are: COc1cc2c(Oc3cc(C)c(C)nc3-c3cccc(C)n3)ccnc2cc1O.ClCCBr. (6) Given the product COc1cc(Nc2ncc(-c3cnc(OC)c(C(=O)NS(=O)(=O)C(C)C)c3)c(-n3ccc(C(F)(F)F)n3)n2)cc(OC)c1, predict the reactants needed to synthesize it. The reactants are: CC(C)S(N)(=O)=O.COc1cc(Nc2ncc(-c3cnc(OC)c(C(=O)O)c3)c(-n3ccc(C(F)(F)F)n3)n2)cc(OC)c1. (7) Given the product N#Cc1ccccc1N1CCC(N2CCCC(CO)C2)CC1, predict the reactants needed to synthesize it. The reactants are: N#Cc1ccccc1N1CCC(=O)CC1.OCC1CCCNC1.